Dataset: Forward reaction prediction with 1.9M reactions from USPTO patents (1976-2016). Task: Predict the product of the given reaction. (1) Given the reactants Cl[C:2]1[C:7]([N+:8]([O-:10])=[O:9])=[CH:6][CH:5]=[CH:4][C:3]=1[N+:11]([O-:13])=[O:12].O1C=C[CH:16]=[C:15]1P(C1OC=CC=1)C1OC=CC=1.[Cl-].[Li+].C([Sn](CCCC)(CCCC)C=C)CCC, predict the reaction product. The product is: [N+:11]([C:3]1[CH:4]=[CH:5][CH:6]=[C:7]([N+:8]([O-:10])=[O:9])[C:2]=1[CH:15]=[CH2:16])([O-:13])=[O:12]. (2) Given the reactants [NH2:1][C:2]1[CH:3]=[CH:4][C:5]([C:8]#[N:9])=[N:6][CH:7]=1.[C:10]([NH:17][CH2:18][CH2:19][CH2:20][CH2:21][CH2:22][C:23](O)=[O:24])([O:12][C:13]([CH3:16])([CH3:15])[CH3:14])=[O:11].C1CCC(N=C=NC2CCCCC2)CC1.CC1C=CC(S([O-])(=O)=O)=CC=1.C1C=C[NH+]=CC=1, predict the reaction product. The product is: [C:8]([C:5]1[N:6]=[CH:7][C:2]([NH:1][C:23](=[O:24])[CH2:22][CH2:21][CH2:20][CH2:19][CH2:18][NH:17][C:10](=[O:11])[O:12][C:13]([CH3:14])([CH3:15])[CH3:16])=[CH:3][CH:4]=1)#[N:9]. (3) Given the reactants [Cl:1][C:2]1[CH:3]=[C:4]([CH3:22])[C:5]([NH:8][S:9]([C:12]2[CH:21]=[CH:20][C:15]([C:16]([O:18][CH3:19])=[O:17])=[CH:14][CH:13]=2)(=[O:11])=[O:10])=[N:6][CH:7]=1.Br[CH2:24][C:25]1[CH:30]=[CH:29][C:28]([O:31][C:32]([F:35])([F:34])[F:33])=[CH:27][CH:26]=1, predict the reaction product. The product is: [Cl:1][C:2]1[CH:3]=[C:4]([CH3:22])[C:5]([N:8]([CH2:24][C:25]2[CH:30]=[CH:29][C:28]([O:31][C:32]([F:33])([F:34])[F:35])=[CH:27][CH:26]=2)[S:9]([C:12]2[CH:13]=[CH:14][C:15]([C:16]([O:18][CH3:19])=[O:17])=[CH:20][CH:21]=2)(=[O:11])=[O:10])=[N:6][CH:7]=1. (4) Given the reactants C[O:2][C:3](=[O:33])[CH:4]=[CH:5][C:6]1[CH:11]=[C:10]([Cl:12])[CH:9]=[CH:8][C:7]=1[O:13][CH2:14][C:15]([N:17]1[CH2:22][C@H:21]([CH3:23])[N:20]([CH2:24][C:25]2[CH:30]=[CH:29][C:28]([F:31])=[CH:27][CH:26]=2)[CH2:19][C@H:18]1[CH3:32])=[O:16].O.[OH-].[Li+], predict the reaction product. The product is: [Cl:12][C:10]1[CH:9]=[CH:8][C:7]([O:13][CH2:14][C:15]([N:17]2[CH2:22][C@H:21]([CH3:23])[N:20]([CH2:24][C:25]3[CH:26]=[CH:27][C:28]([F:31])=[CH:29][CH:30]=3)[CH2:19][C@H:18]2[CH3:32])=[O:16])=[C:6]([CH:5]=[CH:4][C:3]([OH:33])=[O:2])[CH:11]=1. (5) Given the reactants [CH:1]1([CH2:6][CH:7]([C:11]2[CH:16]=[CH:15][C:14]([N:17]3[CH2:22][CH2:21][O:20][CH2:19][CH2:18]3)=[CH:13][CH:12]=2)[C:8]([OH:10])=O)[CH2:5][CH2:4][CH2:3][CH2:2]1.C(N(CC)C(C)C)(C)C.F[P-](F)(F)(F)(F)F.N1(OC(N(C)C)=[N+](C)C)C2C=CC=CC=2N=N1.[NH2:56][C:57]1[S:58][CH:59]=[CH:60][N:61]=1, predict the reaction product. The product is: [CH:1]1([CH2:6][CH:7]([C:11]2[CH:12]=[CH:13][C:14]([N:17]3[CH2:22][CH2:21][O:20][CH2:19][CH2:18]3)=[CH:15][CH:16]=2)[C:8]([NH:56][C:57]2[S:58][CH:59]=[CH:60][N:61]=2)=[O:10])[CH2:5][CH2:4][CH2:3][CH2:2]1.